From a dataset of Full USPTO retrosynthesis dataset with 1.9M reactions from patents (1976-2016). Predict the reactants needed to synthesize the given product. (1) Given the product [F:1][C:2]1[CH:3]=[CH:4][C:5]2[N:9]=[CH:8][N:7]([C:10]3[N:18]=[C:17]4[C:13]([N:14]([CH3:32])[C:15](=[O:30])[N:16]4[C@H:19]4[C:28]5[C:23](=[C:24]([F:29])[CH:25]=[CH:26][CH:27]=5)[O:22][CH2:21][CH2:20]4)=[CH:12][N:11]=3)[C:6]=2[CH:31]=1, predict the reactants needed to synthesize it. The reactants are: [F:1][C:2]1[CH:3]=[CH:4][C:5]2[N:9]=[CH:8][N:7]([C:10]3[N:18]=[C:17]4[C:13]([NH:14][C:15](=[O:30])[N:16]4[C@H:19]4[C:28]5[C:23](=[C:24]([F:29])[CH:25]=[CH:26][CH:27]=5)[O:22][CH2:21][CH2:20]4)=[CH:12][N:11]=3)[C:6]=2[CH:31]=1.[CH3:32]CN(P1(N(C)CCCN1)=NC(C)(C)C)CC.IC. (2) Given the product [OH:6][C:7]1[CH:16]=[C:15]2[C:10]([CH2:11][CH2:12][N:13]([C:18]3[CH:19]=[N:20][CH:21]=[CH:22][C:23]=3[CH3:24])[C:14]2=[O:17])=[CH:9][CH:8]=1, predict the reactants needed to synthesize it. The reactants are: [Br-].[Br-].[Br-].B.C[O:6][C:7]1[CH:16]=[C:15]2[C:10]([CH2:11][CH2:12][N:13]([C:18]3[CH:19]=[N:20][CH:21]=[CH:22][C:23]=3[CH3:24])[C:14]2=[O:17])=[CH:9][CH:8]=1.CO.